From a dataset of Reaction yield outcomes from USPTO patents with 853,638 reactions. Predict the reaction yield, written as a fraction of the theoretical maximum amount of product (1.0 means a 100% yield; for example, 0.34 means a 34% yield). (1) The reactants are [Li]CCCC.C(NC(C)C)(C)C.[Cl:13][C:14]1[CH:19]=[CH:18][C:17]([CH2:20][C:21]([O:23][CH3:24])=[O:22])=[CH:16][CH:15]=1.[Li+].CC([N-]C(C)C)C.Br[CH2:34][C:35]([O:37][C:38]([CH3:41])([CH3:40])[CH3:39])=[O:36]. The catalyst is C1COCC1. The product is [Cl:13][C:14]1[CH:15]=[CH:16][C:17]([CH:20]([CH2:34][C:35]([O:37][C:38]([CH3:41])([CH3:40])[CH3:39])=[O:36])[C:21]([O:23][CH3:24])=[O:22])=[CH:18][CH:19]=1. The yield is 0.880. (2) The yield is 0.720. The reactants are [CH:1]1([C:6]([C:8]2[N:9]=[C:10]([C:17]([F:20])([F:19])[F:18])[N:11]3[CH2:16][CH2:15][NH:14][CH2:13][C:12]=23)=[O:7])[CH2:5][CH2:4][CH2:3][CH2:2]1.[C:21]([O:25][C:26]([NH:28][C@H:29]([CH2:34][C:35]1[CH:40]=[C:39]([F:41])[C:38]([F:42])=[CH:37][C:36]=1[F:43])[CH2:30][C:31](O)=[O:32])=[O:27])([CH3:24])([CH3:23])[CH3:22].C(N(CC)CC)C.O=C1N(P(Cl)(N2CCOC2=O)=O)CCO1. The catalyst is ClCCl. The product is [C:21]([O:25][C:26](=[O:27])[NH:28][C@H:29]([CH2:34][C:35]1[CH:40]=[C:39]([F:41])[C:38]([F:42])=[CH:37][C:36]=1[F:43])[CH2:30][C:31]([N:14]1[CH2:15][CH2:16][N:11]2[C:10]([C:17]([F:18])([F:20])[F:19])=[N:9][C:8]([C:6]([CH:1]3[CH2:2][CH2:3][CH2:4][CH2:5]3)=[O:7])=[C:12]2[CH2:13]1)=[O:32])([CH3:24])([CH3:22])[CH3:23]. (3) The reactants are [F:1][C:2]1[CH:10]=[CH:9][CH:8]=[C:7]([F:11])[C:3]=1[C:4](Cl)=[O:5].[CH3:12][C:13]1[S:17][C:16]2[CH2:18][CH2:19][CH2:20][CH2:21][C:15]=2[C:14]=1[C:22]1[CH:23]=[CH:24][C:25]([NH2:28])=[N:26][CH:27]=1.CCN(C(C)C)C(C)C. The catalyst is ClCCl.O1CCCC1.CO.[OH-].[Na+]. The product is [F:1][C:2]1[CH:10]=[CH:9][CH:8]=[C:7]([F:11])[C:3]=1[C:4]([NH:28][C:25]1[CH:24]=[CH:23][C:22]([C:14]2[C:15]3[CH2:21][CH2:20][CH2:19][CH2:18][C:16]=3[S:17][C:13]=2[CH3:12])=[CH:27][N:26]=1)=[O:5]. The yield is 0.500.